This data is from Reaction yield outcomes from USPTO patents with 853,638 reactions. The task is: Predict the reaction yield, written as a fraction of the theoretical maximum amount of product (1.0 means a 100% yield; for example, 0.34 means a 34% yield). (1) The reactants are [C:1]([N:8]1[CH2:13][CH2:12][C:11]([C:14]([O:16]C)=[O:15])=[CH:10][CH2:9]1)([O:3][C:4]([CH3:7])([CH3:6])[CH3:5])=[O:2].[OH-].[Na+]. The catalyst is CO. The product is [C:1]([N:8]1[CH2:13][CH2:12][C:11]([C:14]([OH:16])=[O:15])=[CH:10][CH2:9]1)([O:3][C:4]([CH3:7])([CH3:6])[CH3:5])=[O:2]. The yield is 0.930. (2) The reactants are C([Li])CCC.[S:6]1[C:10]([C:11]2[C:12]3[CH:19]=[CH:18][N:17]([CH2:20][O:21][CH2:22][CH2:23][Si:24]([CH3:27])([CH3:26])[CH3:25])[C:13]=3[N:14]=[CH:15][N:16]=2)=[CH:9][N:8]=[CH:7]1.C(Br)(Br)(Br)[Br:29]. The catalyst is CCCCCC.C1COCC1. The product is [Br:29][C:7]1[S:6][C:10]([C:11]2[C:12]3[CH:19]=[CH:18][N:17]([CH2:20][O:21][CH2:22][CH2:23][Si:24]([CH3:27])([CH3:26])[CH3:25])[C:13]=3[N:14]=[CH:15][N:16]=2)=[CH:9][N:8]=1. The yield is 0.570. (3) The reactants are CO.[OH-].[Na+:4].[CH2:5]([C:7]([C:25]1[CH:30]=[CH:29][C:28]([C:31]2[CH:36]=[CH:35][C:34]([CH2:37][C:38]([O:40]C)=[O:39])=[C:33]([F:42])[CH:32]=2)=[C:27]([CH3:43])[CH:26]=1)([C:10]1[CH:15]=[CH:14][C:13](/[CH:16]=[CH:17]/[C:18]([CH2:22][CH3:23])([OH:21])[CH2:19][CH3:20])=[C:12]([CH3:24])[CH:11]=1)[CH2:8][CH3:9])[CH3:6].[Cl-].[NH4+]. The catalyst is O1CCCC1. The product is [CH2:5]([C:7]([C:25]1[CH:30]=[CH:29][C:28]([C:31]2[CH:36]=[CH:35][C:34]([CH2:37][C:38]([O-:40])=[O:39])=[C:33]([F:42])[CH:32]=2)=[C:27]([CH3:43])[CH:26]=1)([C:10]1[CH:15]=[CH:14][C:13](/[CH:16]=[CH:17]/[C:18]([CH2:19][CH3:20])([OH:21])[CH2:22][CH3:23])=[C:12]([CH3:24])[CH:11]=1)[CH2:8][CH3:9])[CH3:6].[Na+:4]. The yield is 0.780.